This data is from Reaction yield outcomes from USPTO patents with 853,638 reactions. The task is: Predict the reaction yield, written as a fraction of the theoretical maximum amount of product (1.0 means a 100% yield; for example, 0.34 means a 34% yield). (1) The reactants are Br[C:2]1[CH:3]=[C:4]([C:8]2[NH:29][C:11]3=[N:12][C:13]([N:16]4[CH2:21][CH2:20][CH2:19][CH:18]([C:22]([N:24]5[CH2:28][CH2:27][CH2:26][CH2:25]5)=[O:23])[CH2:17]4)=[CH:14][CH:15]=[C:10]3[N:9]=2)[CH:5]=[N:6][CH:7]=1.[CH3:30][S:31]([O-:33])=[O:32].[Na+].N1CCC[C@H]1C(O)=O.[OH-].[Na+]. The catalyst is CS(C)=O.[Cu](I)I. The product is [CH3:30][S:31]([C:2]1[CH:3]=[C:4]([C:8]2[NH:29][C:11]3=[N:12][C:13]([N:16]4[CH2:21][CH2:20][CH2:19][C@@H:18]([C:22]([N:24]5[CH2:28][CH2:27][CH2:26][CH2:25]5)=[O:23])[CH2:17]4)=[CH:14][CH:15]=[C:10]3[N:9]=2)[CH:5]=[N:6][CH:7]=1)(=[O:33])=[O:32]. The yield is 0.450. (2) The reactants are [CH:1]1([CH2:4][N:5]2[C:13]3[N:12]=[C:11]([CH2:14][C:15]4[CH:20]=[CH:19][C:18]([NH2:21])=[CH:17][CH:16]=4)[NH:10][C:9]=3[C:8](=[O:22])[N:7]([CH2:23][C:24]3[CH:29]=[CH:28][CH:27]=[CH:26][C:25]=3[F:30])[C:6]2=[O:31])[CH2:3][CH2:2]1.[CH:32](=O)[CH3:33]. The catalyst is [Pd].O1CCCC1. The product is [CH:1]1([CH2:4][N:5]2[C:13]3[N:12]=[C:11]([CH2:14][C:15]4[CH:16]=[CH:17][C:18]([NH:21][CH2:32][CH3:33])=[CH:19][CH:20]=4)[NH:10][C:9]=3[C:8](=[O:22])[N:7]([CH2:23][C:24]3[CH:29]=[CH:28][CH:27]=[CH:26][C:25]=3[F:30])[C:6]2=[O:31])[CH2:3][CH2:2]1. The yield is 0.620. (3) The reactants are [OH-].[Na+].[F:3][C:4]1([F:19])[CH2:7][CH:6]([C:8]2[C:13]([C:14]([O:16]C)=[O:15])=[CH:12][N:11]=[C:10]([CH3:18])[N:9]=2)[CH2:5]1. The catalyst is CO. The product is [F:19][C:4]1([F:3])[CH2:7][CH:6]([C:8]2[C:13]([C:14]([OH:16])=[O:15])=[CH:12][N:11]=[C:10]([CH3:18])[N:9]=2)[CH2:5]1. The yield is 0.900. (4) The reactants are [OH:1][C:2]1[C:7]([CH:8]=[O:9])=[CH:6][C:5]([O:10][CH3:11])=[N:4][CH:3]=1.Cl.Cl[CH2:14][C:15]1[CH:20]=[CH:19][N:18]=[CH:17][C:16]=1[C:21]1[N:25]([CH:26]([CH3:28])[CH3:27])[N:24]=[CH:23][CH:22]=1.C([O-])([O-])=O.[K+].[K+]. The catalyst is CN(C=O)C. The product is [CH:26]([N:25]1[C:21]([C:16]2[CH:17]=[N:18][CH:19]=[CH:20][C:15]=2[CH2:14][O:1][C:2]2[C:7]([CH:8]=[O:9])=[CH:6][C:5]([O:10][CH3:11])=[N:4][CH:3]=2)=[CH:22][CH:23]=[N:24]1)([CH3:28])[CH3:27]. The yield is 0.0500. (5) The reactants are [B:1]([C:4]1[CH:12]=[CH:11][C:7]([C:8]([OH:10])=O)=[CH:6][CH:5]=1)([OH:3])[OH:2].F[P-](F)(F)(F)(F)F.N1(OC(N(C)C)=[N+](C)C)C2[N:25]=[CH:26][CH:27]=[CH:28]C=2N=N1.C(N(CC)C(C)C)(C)C.N1CCC1. The catalyst is CC#N. The product is [N:25]1([C:8]([C:7]2[CH:6]=[CH:5][C:4]([B:1]([OH:2])[OH:3])=[CH:12][CH:11]=2)=[O:10])[CH2:26][CH2:27][CH2:28]1. The yield is 0.550. (6) The reactants are Cl[C:2]1[CH:11]=[CH:10][N:9]=[C:8]2[C:3]=1[CH:4]=[CH:5][C:6]([C:12]1[CH:17]=[CH:16][CH:15]=[CH:14][C:13]=1[F:18])=[N:7]2.[F:19][C:20]1[CH:25]=[CH:24][C:23](B2OC(C)(C)C(C)(C)O2)=[CH:22][C:21]=1[C:35]1[C:36]([C:41]#[N:42])=[CH:37][CH:38]=[CH:39][CH:40]=1. No catalyst specified. The product is [F:19][C:20]1[CH:25]=[CH:24][C:23]([C:2]2[C:3]3[C:8](=[N:7][C:6]([C:12]4[CH:17]=[CH:16][CH:15]=[CH:14][C:13]=4[F:18])=[CH:5][CH:4]=3)[N:9]=[CH:10][CH:11]=2)=[CH:22][C:21]=1[C:35]1[C:36]([C:41]#[N:42])=[CH:37][CH:38]=[CH:39][CH:40]=1. The yield is 0.620. (7) The reactants are [Li]C(C)(C)C.[Si:6]([C:10]#[CH:11])([CH3:9])([CH3:8])[CH3:7].[C:12]([Si:16]([CH3:23])([CH3:22])[O:17][CH2:18][C@H:19]1[CH2:21][O:20]1)([CH3:15])([CH3:14])[CH3:13].B(F)(F)F. The catalyst is C1COCC1. The product is [Si:16]([O:17][CH2:18][C@H:19]([OH:20])[CH2:21][C:11]#[C:10][Si:6]([CH3:9])([CH3:8])[CH3:7])([C:12]([CH3:15])([CH3:14])[CH3:13])([CH3:23])[CH3:22]. The yield is 1.00.